The task is: Predict the product of the given reaction.. This data is from Forward reaction prediction with 1.9M reactions from USPTO patents (1976-2016). (1) Given the reactants [CH2:1]([O:3][C:4]([C:6]1[CH:7]=[N:8][N:9]2[C:14]([C:15]3[CH:20]=[CH:19][CH:18]=[C:17]([N+:21]([O-])=O)[CH:16]=3)=[CH:13][CH:12]=[N:11][C:10]=12)=[O:5])[CH3:2].O.[Cl-].[NH4+], predict the reaction product. The product is: [CH2:1]([O:3][C:4]([C:6]1[CH:7]=[N:8][N:9]2[C:14]([C:15]3[CH:20]=[CH:19][CH:18]=[C:17]([NH2:21])[CH:16]=3)=[CH:13][CH:12]=[N:11][C:10]=12)=[O:5])[CH3:2]. (2) Given the reactants [NH2:1][C:2]1[CH:6]=[CH:5][NH:4][C:3]=1[C:7]([O:9][CH2:10][CH3:11])=[O:8].[Cl:12][C:13]1[CH:14]=[CH:15][C:16]2[N:20]=[C:19]([S:21][C:22]3[O:26][C:25]([CH:27]=O)=[CH:24][CH:23]=3)[NH:18][C:17]=2[CH:29]=1.[C:30]1(=O)[CH2:35][CH2:34][CH2:33][C:32](=[O:36])[CH2:31]1, predict the reaction product. The product is: [CH2:10]([O:9][C:7]([C:3]1[NH:4][CH:5]=[C:6]2[CH:27]([C:25]3[O:26][C:22]([S:21][C:19]4[NH:20][C:16]5[CH:15]=[CH:14][C:13]([Cl:12])=[CH:29][C:17]=5[N:18]=4)=[CH:23][CH:24]=3)[C:31]3[C:32](=[O:36])[CH2:33][CH2:34][CH2:35][C:30]=3[NH:1][C:2]=12)=[O:8])[CH3:11]. (3) Given the reactants [CH2:1]([O:8][CH2:9][CH2:10][CH2:11][CH2:12][C@H:13]1[N:18]([C:19]([O:21][C:22]([CH3:25])([CH3:24])[CH3:23])=[O:20])[C:17](OP(OC2C=CC=CC=2)(OC2C=CC=CC=2)=O)=[CH:16][O:15][CH2:14]1)[C:2]1[CH:7]=[CH:6][CH:5]=[CH:4][CH:3]=1.O.[F:44][C:45]1[CH:46]=[C:47](B(O)O)[CH:48]=[C:49]([F:52])[C:50]=1[F:51].C(=O)([O-])[O-].[Cs+].[Cs+], predict the reaction product. The product is: [CH2:1]([O:8][CH2:9][CH2:10][CH2:11][CH2:12][C@H:13]1[N:18]([C:19]([O:21][C:22]([CH3:23])([CH3:24])[CH3:25])=[O:20])[C:17]([C:47]2[CH:46]=[C:45]([F:44])[C:50]([F:51])=[C:49]([F:52])[CH:48]=2)=[CH:16][O:15][CH2:14]1)[C:2]1[CH:3]=[CH:4][CH:5]=[CH:6][CH:7]=1. (4) The product is: [OH:1][C:2]1([C:8]([O:10][CH2:12][CH3:13])=[O:9])[CH2:7][CH2:6][NH:5][CH2:4][CH2:3]1. Given the reactants [OH:1][C:2]1([C:8]([OH:10])=[O:9])[CH2:7][CH2:6][NH:5][CH2:4][CH2:3]1.Cl.[CH3:12][CH2:13]O, predict the reaction product. (5) Given the reactants [CH3:1][C:2]1([CH2:18][NH:19][C:20]2[CH:21]=[C:22]([CH:25]=[CH:26][C:27]=2[N+:28]([O-])=O)[C:23]#[N:24])[CH2:17][CH2:16][CH2:15][C:4]2([O:8][C:7](=[O:9])[N:6]([CH2:10][C:11]([CH3:14])([CH3:13])[CH3:12])[CH2:5]2)[CH2:3]1.[C:31](OC)(OC)(OC)[CH2:32][CH3:33].C(O)(=O)CC.C(O)(C(F)(F)F)=O, predict the reaction product. The product is: [CH2:32]([C:33]1[N:19]([CH2:18][C:2]2([CH3:1])[CH2:17][CH2:16][CH2:15][C:4]3([O:8][C:7](=[O:9])[N:6]([CH2:10][C:11]([CH3:12])([CH3:13])[CH3:14])[CH2:5]3)[CH2:3]2)[C:20]2[CH:21]=[C:22]([C:23]#[N:24])[CH:25]=[CH:26][C:27]=2[N:28]=1)[CH3:31]. (6) Given the reactants [O:1]1[C:5]2[CH:6]=[CH:7][CH:8]=[CH:9][C:4]=2[CH:3]=[C:2]1[C:10]1[C:11]([NH:17]C(=O)OC(C)(C)C)=[N:12][CH:13]=[C:14](Br)[N:15]=1.[CH2:25]([S:27]([N:30]1[CH2:35][CH2:34][NH:33][CH2:32][CH2:31]1)(=[O:29])=[O:28])[CH3:26].Cl.O1CCOCC1, predict the reaction product. The product is: [O:1]1[C:5]2[CH:6]=[CH:7][CH:8]=[CH:9][C:4]=2[CH:3]=[C:2]1[C:10]1[C:11]([NH2:17])=[N:12][CH:13]=[C:14]([N:33]2[CH2:32][CH2:31][N:30]([S:27]([CH2:25][CH3:26])(=[O:28])=[O:29])[CH2:35][CH2:34]2)[N:15]=1. (7) Given the reactants CC1(C)[O:6]/[C:5](=[CH:7]\[C:8]([NH:10][CH3:11])=[O:9])/[C:4](=O)[O:3]1.[CH3:14][NH2:15], predict the reaction product. The product is: [CH3:14][NH:15][C:4](=[O:3])[C:5](=[O:6])[CH2:7][C:8]([NH:10][CH3:11])=[O:9]. (8) Given the reactants [N:1]([C:4]1[CH:12]=[CH:11][C:7]2[NH:8][CH:9]=[N:10][C:6]=2[CH:5]=1)=[C:2]=[S:3].[CH3:13][O:14][C:15]1[CH:20]=[CH:19][C:18]([O:21][CH3:22])=[CH:17][C:16]=1[CH2:23][NH2:24], predict the reaction product. The product is: [CH3:13][O:14][C:15]1[CH:20]=[CH:19][C:18]([O:21][CH3:22])=[CH:17][C:16]=1[CH2:23][NH:24][C:2]([NH:1][C:4]1[CH:12]=[CH:11][C:7]2[NH:8][CH:9]=[N:10][C:6]=2[CH:5]=1)=[S:3]. (9) Given the reactants [CH3:1][N:2]([CH3:18])[CH2:3][C@H:4]([CH3:17])[C@:5]([C:9]1[CH:14]=[CH:13][CH:12]=[C:11]([O:15][CH3:16])[CH:10]=1)(O)[CH2:6][CH3:7].FC(F)(F)C(OC(=O)C(F)(F)F)=O.[H][H], predict the reaction product. The product is: [CH3:16][O:15][C:11]1[CH:10]=[C:9]([C@H:5]([CH2:6][CH3:7])[C@@H:4]([CH3:17])[CH2:3][N:2]([CH3:18])[CH3:1])[CH:14]=[CH:13][CH:12]=1. (10) Given the reactants [CH2:1]([O:8][C:9]1[CH:10]=[C:11]2[C:16](=[CH:17][CH:18]=1)[CH:15]([C:19](O)=[O:20])[CH2:14][CH2:13][CH2:12]2)[C:2]1[CH:7]=[CH:6][CH:5]=[CH:4][CH:3]=1.[CH2:22]([N:24]1[CH:28]=[C:27]([CH2:29][NH:30][C:31]2[CH:36]=[CH:35][C:34]([CH:37]([CH3:39])[CH3:38])=[CH:33][CH:32]=2)[CH:26]=[N:25]1)[CH3:23], predict the reaction product. The product is: [CH2:1]([O:8][C:9]1[CH:10]=[C:11]2[C:16](=[CH:17][CH:18]=1)[CH:15]([C:19]([N:30]([CH2:29][C:27]1[CH:26]=[N:25][N:24]([CH2:22][CH3:23])[CH:28]=1)[C:31]1[CH:36]=[CH:35][C:34]([CH:37]([CH3:38])[CH3:39])=[CH:33][CH:32]=1)=[O:20])[CH2:14][CH2:13][CH2:12]2)[C:2]1[CH:3]=[CH:4][CH:5]=[CH:6][CH:7]=1.